This data is from Reaction yield outcomes from USPTO patents with 853,638 reactions. The task is: Predict the reaction yield, written as a fraction of the theoretical maximum amount of product (1.0 means a 100% yield; for example, 0.34 means a 34% yield). (1) The yield is 0.910. The product is [CH2:1]([P:3]([O:4][CH2:5][CH2:6][CH2:7][CH3:8])([CH2:12][CH2:11][C:10]([OH:14])=[O:13])=[O:9])[CH3:2]. The catalyst is C1(C)C=CC=CC=1. The reactants are [CH2:1]([P:3]([O-:9])[O:4][CH2:5][CH2:6][CH2:7][CH3:8])[CH3:2].[C:10]([OH:14])(=[O:13])[CH:11]=[CH2:12]. (2) The reactants are C([O-])([O-])=O.[Na+].[Na+].O.C1COCC1.Cl[C:14]([O:16][CH2:17][CH3:18])=[O:15].[NH2:19][CH:20]([CH2:23][OH:24])[CH2:21][OH:22]. No catalyst specified. The product is [OH:22][CH2:21][CH:20]([NH:19][C:14](=[O:15])[O:16][CH2:17][CH3:18])[CH2:23][OH:24]. The yield is 0.545. (3) The reactants are Br[CH2:2][CH2:3][CH2:4][CH2:5][CH2:6][CH2:7][CH2:8][C:9]([O:11]CC)=[O:10].[CH3:14][C:15]1[CH:20]=[CH:19][C:18]([CH3:21])=[CH:17][C:16]=1[SH:22].[OH-].[K+].[OH-].[Na+].Cl. The catalyst is C(O)C. The product is [CH3:14][C:15]1[CH:20]=[CH:19][C:18]([CH3:21])=[CH:17][C:16]=1[S:22][CH2:2][CH2:3][CH2:4][CH2:5][CH2:6][CH2:7][CH2:8][C:9]([OH:11])=[O:10]. The yield is 0.960. (4) The product is [F:11][C:12]1[CH:13]=[CH:14][C:15]([C:40]([F:43])([F:41])[F:42])=[C:16]([C:18]([N:20]2[CH2:21][CH2:22][N:23]([C:26]3[CH:31]=[CH:30][C:29]([C:32]4[NH:33][C:34]([CH2:37][CH2:38][CH3:39])=[CH:35][N:36]=4)=[CH:28][N:27]=3)[CH2:24][CH2:25]2)=[O:19])[CH:17]=1. The yield is 0.100. The reactants are C(Cl)(=O)C(Cl)=O.CS(C)=O.[F:11][C:12]1[CH:13]=[CH:14][C:15]([C:40]([F:43])([F:42])[F:41])=[C:16]([C:18]([N:20]2[CH2:25][CH2:24][N:23]([C:26]3[CH:31]=[CH:30][C:29]([C:32]4[NH:33][CH:34]([CH2:37][CH2:38][CH3:39])[CH2:35][N:36]=4)=[CH:28][N:27]=3)[CH2:22][CH2:21]2)=[O:19])[CH:17]=1.C(N(CC)CC)C. The catalyst is C(Cl)Cl. (5) The reactants are [C:1]([O-:4])([OH:3])=O.[Na+].ClC(OC(Cl)C)=O.[CH2:13]([O:15][C:16]([C:18]1[CH:19]2[N:43](C)[CH:23]([CH2:24][C:25]=1[C:26]1[CH:31]=[CH:30][CH:29]=[C:28]([O:32][CH2:33][CH2:34][O:35][Si](C(C)(C)C)(C)C)[CH:27]=1)[CH2:22][N:21]([C:45]([O:47][C:48]([CH3:51])([CH3:50])[CH3:49])=[O:46])[CH2:20]2)=[O:17])[CH3:14].CCN(C(C)C)C(C)C.[CH3:61][C:62](OC(OC(O[C:62]([CH3:64])([CH3:63])[CH3:61])=O)=O)([CH3:64])[CH3:63]. The catalyst is ClCCCl. The product is [CH2:13]([O:15][C:16]([C:18]1[CH:19]2[N:43]([C:1]([O:4][C:62]([CH3:64])([CH3:63])[CH3:61])=[O:3])[CH:23]([CH2:24][C:25]=1[C:26]1[CH:31]=[CH:30][CH:29]=[C:28]([O:32][CH2:33][CH2:34][OH:35])[CH:27]=1)[CH2:22][N:21]([C:45]([O:47][C:48]([CH3:51])([CH3:50])[CH3:49])=[O:46])[CH2:20]2)=[O:17])[CH3:14]. The yield is 0.870. (6) The reactants are [CH3:1][O:2][C:3]1[CH:10]=[CH:9][C:8]([F:11])=[CH:7][C:4]=1[CH:5]=[O:6].[BH4-].[Na+]. The catalyst is CO. The product is [F:11][C:8]1[CH:9]=[CH:10][C:3]([O:2][CH3:1])=[C:4]([CH2:5][OH:6])[CH:7]=1. The yield is 0.870.